Dataset: Retrosynthesis with 50K atom-mapped reactions and 10 reaction types from USPTO. Task: Predict the reactants needed to synthesize the given product. (1) Given the product CCOC(=O)CN(CC(OC)OC)S(=O)(=O)c1ccc2cc(Cl)ccc2c1, predict the reactants needed to synthesize it. The reactants are: CCOC(=O)CBr.COC(CNS(=O)(=O)c1ccc2cc(Cl)ccc2c1)OC. (2) Given the product Cc1ccc(C)c(CN2C(=O)CCCC23CCN(c2cnc4ccccc4n2)CC3)c1, predict the reactants needed to synthesize it. The reactants are: Cc1ccc(C)c(CCl)c1.O=C1CCCC2(CCN(c3cnc4ccccc4n3)CC2)N1. (3) Given the product Cn1ncc2cc(Br)c(F)cc21, predict the reactants needed to synthesize it. The reactants are: CI.Fc1cc2[nH]ncc2cc1Br. (4) Given the product CC(C)(O)c1ccc(-c2cnc3c(n2)N(CC2CCOCC2)CC(=O)N3)cn1, predict the reactants needed to synthesize it. The reactants are: CC(C)(O)c1ccc([Sn](C)(C)C)cn1.O=C1CN(CC2CCOCC2)c2nc(Br)cnc2N1. (5) Given the product CCCCc1cc(OC2CCNCC2)c2ncccc2c1, predict the reactants needed to synthesize it. The reactants are: CCCCc1cc(OC2CCN(C(=O)OC(C)(C)C)CC2)c2ncccc2c1. (6) The reactants are: Clc1ccc2ncc(-c3cc4ccccc4o3)n2n1.NC[C@H]1C[C@H](O)C1. Given the product NC[C@H]1C[C@H](Oc2ccc3ncc(-c4cc5ccccc5o4)n3n2)C1, predict the reactants needed to synthesize it.